Dataset: Full USPTO retrosynthesis dataset with 1.9M reactions from patents (1976-2016). Task: Predict the reactants needed to synthesize the given product. (1) Given the product [C:29]([O:4][CH:5]1[CH:9]2[O:10][C:11](=[O:21])[CH:12]3[CH:13]([C:14]([O:16][C:17]([CH3:18])([CH3:20])[CH3:19])=[O:15])[CH:6]1[CH2:7][CH:8]23)(=[O:33])[C:30]([CH3:32])=[CH2:31], predict the reactants needed to synthesize it. The reactants are: C(#N)C.[OH:4][CH:5]1[CH:9]2[O:10][C:11](=[O:21])[CH:12]3[CH:13]([C:14]([O:16][C:17]([CH3:20])([CH3:19])[CH3:18])=[O:15])[CH:6]1[CH2:7][CH:8]23.C(N(CC)CC)C.[C:29](Cl)(=[O:33])[C:30]([CH3:32])=[CH2:31]. (2) Given the product [Cl:26][C:19]1[C:16]2[CH:17]=[N:18][C:13]([NH:12][C:10](=[O:11])[C:9]3[CH:24]=[CH:25][C:6]([C@@:3]([OH:5])([CH3:4])[CH2:2][OH:1])=[CH:7][CH:8]=3)=[CH:14][C:15]=2[N:21]([CH2:22][CH3:23])[CH:20]=1, predict the reactants needed to synthesize it. The reactants are: [OH:1][CH2:2][C@:3]([C:6]1[CH:25]=[CH:24][C:9]([C:10]([NH:12][C:13]2[N:18]=[CH:17][C:16]3[CH:19]=[CH:20][N:21]([CH2:22][CH3:23])[C:15]=3[CH:14]=2)=[O:11])=[CH:8][CH:7]=1)([OH:5])[CH3:4].[Cl:26]N1C(=O)CCC1=O. (3) Given the product [Cl:1][C:2]1[CH:7]=[CH:6][CH:5]=[CH:4][C:3]=1[S:8]([N:11]1[CH2:13][C@@H:12]([C:14]([N:16]2[CH2:21][CH2:20][N:19]([C:22]3[C:27]([C:28]([F:30])([F:29])[F:31])=[CH:26][CH:25]=[CH:24][N:23]=3)[CH2:18][CH2:17]2)=[O:15])[N:37]([CH2:34][CH2:35][CH3:36])[C:38]1=[O:39])(=[O:9])=[O:10], predict the reactants needed to synthesize it. The reactants are: [Cl:1][C:2]1[CH:7]=[CH:6][CH:5]=[CH:4][C:3]=1[S:8]([N@:11]1[CH2:13][CH:12]1[C:14]([N:16]1[CH2:21][CH2:20][N:19]([C:22]2[C:27]([C:28]([F:31])([F:30])[F:29])=[CH:26][CH:25]=[CH:24][N:23]=2)[CH2:18][CH2:17]1)=[O:15])(=[O:10])=[O:9].[I-].[Na+].[CH2:34]([N:37]=[C:38]=[O:39])[CH2:35][CH3:36]. (4) Given the product [Cl:1][C:2]1[CH:7]=[C:6]([Cl:8])[CH:5]=[CH:4][C:3]=1[C@@:9]1([CH2:28][N:29]2[CH:33]=[CH:32][N:31]=[CH:30]2)[O:13][C@H:12]([CH2:14][O:15][C:16]2[CH:17]=[CH:18][C:19]([N:22]3[CH2:23][CH2:24][N:25]([C:47](=[NH:42])[NH2:48])[CH2:26][CH2:27]3)=[CH:20][CH:21]=2)[CH2:11][O:10]1, predict the reactants needed to synthesize it. The reactants are: [Cl:1][C:2]1[CH:7]=[C:6]([Cl:8])[CH:5]=[CH:4][C:3]=1[C@@:9]1([CH2:28][N:29]2[CH:33]=[CH:32][N:31]=[CH:30]2)[O:13][C@H:12]([CH2:14][O:15][C:16]2[CH:21]=[CH:20][C:19]([N:22]3[CH2:27][CH2:26][NH:25][CH2:24][CH2:23]3)=[CH:18][CH:17]=2)[CH2:11][O:10]1.C(N(CC)CC)C.Cl.[N:42]1([C:47](=N)[NH2:48])C=CC=N1.